This data is from Catalyst prediction with 721,799 reactions and 888 catalyst types from USPTO. The task is: Predict which catalyst facilitates the given reaction. Reactant: [NH2:1][OH:2].Cl.[OH-].[K+].[O:6]1[CH2:12][CH2:11][C:10](=S)[NH:9][CH2:8][CH2:7]1.C(OCC)C. Product: [O:6]1[CH2:12][CH2:11][C:10](=[N:1][OH:2])[NH:9][CH2:8][CH2:7]1. The catalyst class is: 5.